Dataset: Catalyst prediction with 721,799 reactions and 888 catalyst types from USPTO. Task: Predict which catalyst facilitates the given reaction. (1) Reactant: [CH3:1][C:2]1[N:6]=[C:5]([CH3:7])[N:4]([C:8]2[CH:13]=[C:12](I)[N:11]=[C:10]([CH3:15])[N:9]=2)[N:3]=1.[Cl:16]C1C=C(Cl)N=C(C)N=1.CC1N=C(C)NN=1.C([O-])([O-])=O.[Cs+].[Cs+]. Product: [Cl:16][C:12]1[CH:13]=[C:8]([N:4]2[C:5]([CH3:7])=[N:6][C:2]([CH3:1])=[N:3]2)[N:9]=[C:10]([CH3:15])[N:11]=1. The catalyst class is: 1. (2) Reactant: Cl[C:2]1[CH:7]=[CH:6][CH:5]=[CH:4][N:3]=1.[C:8]([O:12][C:13]([N:15]1[CH2:20][CH:19]=[C:18](B2OC(C)(C)C(C)(C)O2)[CH2:17][CH2:16]1)=[O:14])([CH3:11])([CH3:10])[CH3:9].C(=O)([O-])[O-].[Na+].[Na+].O. Product: [C:8]([O:12][C:13]([N:15]1[CH2:20][CH:19]=[C:18]([C:2]2[CH:7]=[CH:6][CH:5]=[CH:4][N:3]=2)[CH2:17][CH2:16]1)=[O:14])([CH3:9])([CH3:10])[CH3:11]. The catalyst class is: 755.